Dataset: Reaction yield outcomes from USPTO patents with 853,638 reactions. Task: Predict the reaction yield, written as a fraction of the theoretical maximum amount of product (1.0 means a 100% yield; for example, 0.34 means a 34% yield). (1) The reactants are [CH3:1][C:2]1[CH:7]=[C:6]([CH3:8])[N:5]2[N:9]=[C:10]([SH:12])[N:11]=[C:4]2[N:3]=1.[Cl:13][C:14]1[CH:15]=[C:16]([CH:21]=[CH:22][C:23]=1[Cl:24])[O:17][CH2:18][CH2:19][Br:20].ClC1C=CC(OCCBr)=CC=1F.ClC1C=C(O)C=CC=1Cl.BrCCBr. No catalyst specified. The product is [Cl:13][C:14]1[CH:15]=[C:16]([CH:21]=[CH:22][C:23]=1[Cl:24])[O:17][CH2:18][CH2:19][S:12][C:10]1[N:11]=[C:4]2[N:3]=[C:2]([CH3:1])[CH:7]=[C:6]([CH3:8])[N:5]2[N:9]=1.[Cl:13][C:14]1[CH:15]=[C:16]([CH:21]=[CH:22][C:23]=1[Cl:24])[O:17][CH2:18][CH2:19][Br:20]. The yield is 0.850. (2) The product is [C:19]([O:23][C:24]([N:8]1[C:9]2[C:5](=[CH:4][CH:3]=[C:2]([Cl:1])[CH:10]=2)/[C:6](=[CH:12]/[C:13]2[CH:14]=[N:15][CH:16]=[CH:17][CH:18]=2)/[C:7]1=[O:11])=[O:25])([CH3:22])([CH3:21])[CH3:20]. The reactants are [Cl:1][C:2]1[CH:10]=[C:9]2[C:5](/[C:6](=[CH:12]/[C:13]3[CH:14]=[N:15][CH:16]=[CH:17][CH:18]=3)/[C:7](=[O:11])[NH:8]2)=[CH:4][CH:3]=1.[C:19]([O:23][C:24](O[C:24]([O:23][C:19]([CH3:22])([CH3:21])[CH3:20])=[O:25])=[O:25])([CH3:22])([CH3:21])[CH3:20]. The yield is 0.600. The catalyst is CN(C)C1C=CN=CC=1.ClCCl. (3) The reactants are [CH3:1][C:2]1([CH3:15])[CH2:14][C:5]2[NH:6][C:7]([C:9]([O:11][CH2:12][CH3:13])=[O:10])=[CH:8][C:4]=2[CH2:3]1.[H-].[Na+].Br[CH2:19][C:20]#[N:21].O. The catalyst is CN(C=O)C.C(OCC)(=O)C. The product is [C:20]([CH2:19][N:6]1[C:7]([C:9]([O:11][CH2:12][CH3:13])=[O:10])=[CH:8][C:4]2[CH2:3][C:2]([CH3:1])([CH3:15])[CH2:14][C:5]1=2)#[N:21]. The yield is 0.950. (4) The reactants are Br[C:2]1[CH:7]=[CH:6][C:5]([CH2:8][NH:9][CH3:10])=[CH:4][CH:3]=1.B1(B2OC(C)(C)C(C)(C)O2)OC(C)(C)C(C)(C)O1.Br[C:30]1[C:31]2[C:32]3[CH:45]=[CH:44][S:43][C:33]=3[C:34](=[O:42])[NH:35][C:36]=2[CH:37]=[CH:38][C:39]=1[O:40][CH3:41]. No catalyst specified. The product is [CH3:41][O:40][C:39]1[CH:38]=[CH:37][C:36]2[NH:35][C:34](=[O:42])[C:33]3[S:43][CH:44]=[CH:45][C:32]=3[C:31]=2[C:30]=1[C:2]1[CH:7]=[CH:6][C:5]([CH2:8][NH:9][CH3:10])=[CH:4][CH:3]=1. The yield is 0.420. (5) The reactants are [Cl:1][C:2]1[CH:7]=[C:6]([Cl:8])[CH:5]=[C:4]([Cl:9])[C:3]=1[NH:10][S:11]([NH:14][CH2:15][C:16]([O:18][CH3:19])=[O:17])(=[O:13])=[O:12].[CH3:20][CH:21]([CH2:24]O)[CH2:22]O.C1C=CC(P(C2C=CC=CC=2)C2C=CC=CC=2)=CC=1.CC(OC(/N=N/C(OC(C)C)=O)=O)C. No catalyst specified. The product is [CH3:20][CH:21]1[CH2:24][N:10]([C:3]2[C:4]([Cl:9])=[CH:5][C:6]([Cl:8])=[CH:7][C:2]=2[Cl:1])[S:11](=[O:13])(=[O:12])[N:14]([CH2:15][C:16]([O:18][CH3:19])=[O:17])[CH2:22]1. The yield is 0.650. (6) The reactants are [NH2:1][C:2]1[CH:7]=[CH:6][CH:5]=[CH:4][C:3]=1[SH:8].[Br:9][C:10]1[CH:11]=[C:12]([CH:15]=[C:16]([Br:19])[C:17]=1[OH:18])[CH:13]=O. The catalyst is CO. The product is [S:8]1[C:3]2[CH:4]=[CH:5][CH:6]=[CH:7][C:2]=2[N:1]=[C:13]1[C:12]1[CH:11]=[C:10]([Br:9])[C:17]([OH:18])=[C:16]([Br:19])[CH:15]=1. The yield is 0.160. (7) The reactants are [CH2:1]([O:3][C:4]([N:6]1[C:15]2[C:10](=[CH:11][C:12]([C:16]([F:19])([F:18])[F:17])=[CH:13][CH:14]=2)[N:9]([CH:20]([C:26]2[CH:31]=[C:30]([C:32]([F:35])([F:34])[F:33])[CH:29]=[C:28]([C:36]([F:39])([F:38])[F:37])[CH:27]=2)[C:21]2[N:22]=[N:23][NH:24][N:25]=2)[CH2:8][CH:7]1[CH2:40][CH3:41])=[O:5])[CH3:2].[Si](C=[N+]=[N-])(C)(C)[CH3:43]. The catalyst is C1COCC1.CO. The product is [CH2:1]([O:3][C:4]([N:6]1[C:15]2[C:10](=[CH:11][C:12]([C:16]([F:17])([F:18])[F:19])=[CH:13][CH:14]=2)[N:9]([CH:20]([C:26]2[CH:31]=[C:30]([C:32]([F:33])([F:34])[F:35])[CH:29]=[C:28]([C:36]([F:38])([F:39])[F:37])[CH:27]=2)[C:21]2[N:22]=[N:23][N:24]([CH3:43])[N:25]=2)[CH2:8][CH:7]1[CH2:40][CH3:41])=[O:5])[CH3:2]. The yield is 0.550.